From a dataset of Full USPTO retrosynthesis dataset with 1.9M reactions from patents (1976-2016). Predict the reactants needed to synthesize the given product. (1) The reactants are: [CH3:1][O:2][CH2:3][C:4]([OH:6])=O.[Cl:7][C:8]1[CH:9]=[C:10]([NH:22][C:23]2[C:32]3[C:27](=[CH:28][CH:29]=[CH:30][C:31]=3[O:33][CH2:34][C@H:35]3[CH2:39][CH2:38][CH2:37][NH:36]3)[N:26]=[CH:25][N:24]=2)[CH:11]=[CH:12][C:13]=1[O:14][CH2:15][C:16]1[CH:21]=[CH:20][CH:19]=[CH:18][N:17]=1. Given the product [Cl:7][C:8]1[CH:9]=[C:10]([NH:22][C:23]2[C:32]3[C:27](=[CH:28][CH:29]=[CH:30][C:31]=3[O:33][CH2:34][C@H:35]3[CH2:39][CH2:38][CH2:37][N:36]3[C:4](=[O:6])[CH2:3][O:2][CH3:1])[N:26]=[CH:25][N:24]=2)[CH:11]=[CH:12][C:13]=1[O:14][CH2:15][C:16]1[CH:21]=[CH:20][CH:19]=[CH:18][N:17]=1, predict the reactants needed to synthesize it. (2) The reactants are: [Br:1][CH2:2][CH2:3][N:4]1[C:8]([CH2:9][NH:10]C(=O)OC(C)(C)C)=[N:7][C:6]([C:18]2[CH:23]=[CH:22][N:21]=[CH:20][CH:19]=2)=[N:5]1.Br. Given the product [BrH:1].[Br:1][CH2:2][CH2:3][N:4]1[C:8]([CH2:9][NH2:10])=[N:7][C:6]([C:18]2[CH:23]=[CH:22][N:21]=[CH:20][CH:19]=2)=[N:5]1, predict the reactants needed to synthesize it. (3) Given the product [CH3:14][C:9]([NH2:11])([CH3:10])[CH2:8][C:3]1[CH:4]=[CH:5][CH:6]=[CH:7][C:2]=1[Cl:1], predict the reactants needed to synthesize it. The reactants are: [Cl:1][C:2]1[CH:7]=[CH:6][CH:5]=[CH:4][C:3]=1[CH2:8][C:9]([CH3:14])([N+:11]([O-])=O)[CH3:10]. (4) The reactants are: [C:1]([C:5]1[CH:9]=[C:8]([CH2:10][NH:11][C:12]([NH:14][C:15]2[CH:20]=[CH:19][C:18]([CH2:21][O:22][Si](C(C)(C)C)(C)C)=[CH:17][N:16]=2)=[O:13])[N:7]([C:30]2[CH:35]=[CH:34][CH:33]=[C:32]([Cl:36])[CH:31]=2)[N:6]=1)([CH3:4])([CH3:3])[CH3:2].[F-].C([N+](CCCC)(CCCC)CCCC)CCC. Given the product [C:1]([C:5]1[CH:9]=[C:8]([CH2:10][NH:11][C:12]([NH:14][C:15]2[CH:20]=[CH:19][C:18]([CH2:21][OH:22])=[CH:17][N:16]=2)=[O:13])[N:7]([C:30]2[CH:35]=[CH:34][CH:33]=[C:32]([Cl:36])[CH:31]=2)[N:6]=1)([CH3:4])([CH3:2])[CH3:3], predict the reactants needed to synthesize it.